From a dataset of Forward reaction prediction with 1.9M reactions from USPTO patents (1976-2016). Predict the product of the given reaction. (1) Given the reactants Br[C:2]1[CH:10]=[C:9]2[C:5]([C:6]([S:17][CH3:18])=[N:7][N:8]2[C:11]2[CH:16]=[CH:15][CH:14]=[CH:13][CH:12]=2)=[CH:4][CH:3]=1.[NH:19]1[CH2:22][CH:21]([N:23]2[CH2:28][CH2:27][N:26]([C:29]([O:31][C:32]([CH3:35])([CH3:34])[CH3:33])=[O:30])[CH2:25][CH2:24]2)[CH2:20]1.C([O-])([O-])=O.[Cs+].[Cs+].C1C=CC(P(C2C(C3C(P(C4C=CC=CC=4)C4C=CC=CC=4)=CC=C4C=3C=CC=C4)=C3C(C=CC=C3)=CC=2)C2C=CC=CC=2)=CC=1, predict the reaction product. The product is: [CH3:18][S:17][C:6]1[C:5]2[C:9](=[CH:10][C:2]([N:19]3[CH2:22][CH:21]([N:23]4[CH2:28][CH2:27][N:26]([C:29]([O:31][C:32]([CH3:35])([CH3:34])[CH3:33])=[O:30])[CH2:25][CH2:24]4)[CH2:20]3)=[CH:3][CH:4]=2)[N:8]([C:11]2[CH:16]=[CH:15][CH:14]=[CH:13][CH:12]=2)[N:7]=1. (2) Given the reactants Br[C:2]1[CH:7]=[CH:6][C:5]([CH:8]([CH3:15])[CH2:9][NH:10][S:11]([CH3:14])(=[O:13])=[O:12])=[CH:4][CH:3]=1.[CH:16]1([Mg]Br)[CH2:20][CH2:19][CH2:18][CH2:17]1, predict the reaction product. The product is: [CH:16]1([C:2]2[CH:7]=[CH:6][C:5]([CH:8]([CH3:15])[CH2:9][NH:10][S:11]([CH3:14])(=[O:13])=[O:12])=[CH:4][CH:3]=2)[CH2:20][CH2:19][CH2:18][CH2:17]1. (3) Given the reactants [CH3:1][CH:2]1[CH2:8][C:7](=S)[NH:6][C:5]2[CH:10]=[CH:11][CH:12]=[CH:13][C:4]=2[NH:3]1.[C:14]([NH:17][NH2:18])(=O)[CH3:15], predict the reaction product. The product is: [CH3:15][C:14]1[N:6]2[C:5]3[CH:10]=[CH:11][CH:12]=[CH:13][C:4]=3[NH:3][CH:2]([CH3:1])[CH2:8][C:7]2=[N:18][N:17]=1.